From a dataset of Reaction yield outcomes from USPTO patents with 853,638 reactions. Predict the reaction yield, written as a fraction of the theoretical maximum amount of product (1.0 means a 100% yield; for example, 0.34 means a 34% yield). (1) The product is [S:9]1[CH:13]=[CH:12][CH:11]=[C:10]1[C:14]1[NH:18][N:17]=[C:16]([NH:19][C:6](=[O:7])[CH2:5][CH2:4][CH2:3][CH2:2][N:43]2[CH2:44][CH2:45][CH2:46][N:40]([C:37](=[O:39])[CH3:38])[CH2:41][CH2:42]2)[CH:15]=1. The reactants are Br[CH2:2][CH2:3][CH2:4][CH2:5][C:6](Cl)=[O:7].[S:9]1[CH:13]=[CH:12][CH:11]=[C:10]1[C:14]1[CH:15]=[C:16]([NH2:19])[NH:17][N:18]=1.CCN(C(C)C)C(C)C.C(O)C(N)(CO)CO.[C:37]([N:40]1[CH2:46][CH2:45][CH2:44][NH:43][CH2:42][CH2:41]1)(=[O:39])[CH3:38]. The catalyst is CC(N(C)C)=O. The yield is 0.170. (2) The reactants are Br[C:2]1[CH:7]=[CH:6][C:5]([C:8]2([NH:11][CH2:12][CH2:13][CH3:14])[CH2:10][CH2:9]2)=[CH:4][CH:3]=1.[CH3:15][Si:16]([C:19]#[CH:20])([CH3:18])[CH3:17]. The catalyst is C(N(CC)CC)C.[Cu]I.Cl[Pd](Cl)([P](C1C=CC=CC=1)(C1C=CC=CC=1)C1C=CC=CC=1)[P](C1C=CC=CC=1)(C1C=CC=CC=1)C1C=CC=CC=1. The product is [CH2:12]([NH:11][C:8]1([C:5]2[CH:6]=[CH:7][C:2]([C:20]#[C:19][Si:16]([CH3:18])([CH3:17])[CH3:15])=[CH:3][CH:4]=2)[CH2:10][CH2:9]1)[CH2:13][CH3:14]. The yield is 0.750. (3) The reactants are Cl[C:2]1[CH:7]=[C:6]([NH:8][C:9]2[CH:16]=[CH:15][CH:14]=[CH:13][C:10]=2[C:11]#[N:12])[C:5]([Cl:17])=[CH:4][N:3]=1.[CH3:18][C:19]1[CH:23]=[C:22]([NH2:24])[N:21]([CH:25]([CH3:27])[CH3:26])[N:20]=1.C(=O)([O-])[O-].[Cs+].[Cs+].N#N.C1(P(C2C=CC=CC=2)C2C=CC3C(=CC=CC=3)C=2C2C3C(=CC=CC=3)C=CC=2P(C2C=CC=CC=2)C2C=CC=CC=2)C=CC=CC=1. The yield is 0.524. The product is [Cl:17][C:5]1[C:6]([NH:8][C:9]2[CH:16]=[CH:15][CH:14]=[CH:13][C:10]=2[C:11]#[N:12])=[CH:7][C:2]([NH:24][C:22]2[N:21]([CH:25]([CH3:27])[CH3:26])[N:20]=[C:19]([CH3:18])[CH:23]=2)=[N:3][CH:4]=1. The catalyst is O1CCOCC1.C([O-])(=O)C.[Pd+2].C([O-])(=O)C. (4) The reactants are [Br:1][C:2]1[C:3]([O:12][CH3:13])=[CH:4][C:5]([CH:9]([CH3:11])[CH3:10])=[C:6]([OH:8])[CH:7]=1.C([O-])([O-])=O.[K+].[K+].I[CH2:21][C:22]#[N:23]. The catalyst is CN(C)C=O.O. The product is [Br:1][C:2]1[C:3]([O:12][CH3:13])=[CH:4][C:5]([CH:9]([CH3:11])[CH3:10])=[C:6]([CH:7]=1)[O:8][CH2:21][C:22]#[N:23]. The yield is 0.630. (5) The reactants are [CH2:1]([C:8]1([O:13][C:14]([NH:16][C@@H:17]([CH2:22][CH2:23][CH2:24][CH3:25])[C:18](OC)=[O:19])=[O:15])[CH2:12][CH2:11][CH2:10][CH2:9]1)[C:2]1[CH:7]=[CH:6][CH:5]=[CH:4][CH:3]=1.O.[OH-].[Li+].[C:29]1([P:35](=[CH:48][C:49]#[N:50])([C:42]2[CH:47]=[CH:46][CH:45]=[CH:44][CH:43]=2)[C:36]2[CH:41]=[CH:40][CH:39]=[CH:38][CH:37]=2)[CH:34]=[CH:33][CH:32]=[CH:31][CH:30]=1.O. The catalyst is O1CCCC1.O.CN(C)C1C=CN=CC=1. The product is [C:49]([C:48](=[P:35]([C:36]1[CH:41]=[CH:40][CH:39]=[CH:38][CH:37]=1)([C:42]1[CH:47]=[CH:46][CH:45]=[CH:44][CH:43]=1)[C:29]1[CH:30]=[CH:31][CH:32]=[CH:33][CH:34]=1)[C:18]([C@@H:17]([NH:16][C:14](=[O:15])[O:13][C:8]1([CH2:1][C:2]2[CH:7]=[CH:6][CH:5]=[CH:4][CH:3]=2)[CH2:12][CH2:11][CH2:10][CH2:9]1)[CH2:22][CH2:23][CH2:24][CH3:25])=[O:19])#[N:50]. The yield is 0.340. (6) The reactants are [C:1]([N:8]1[C:16]2[C:11](=[CH:12][C:13]([CH2:20]Br)=[CH:14][C:15]=2[N+:17]([O-:19])=[O:18])[C:10]([Br:22])=[C:9]1[C:23]1[CH:28]=[CH:27][CH:26]=[CH:25][CH:24]=1)([O:3][C:4]([CH3:7])([CH3:6])[CH3:5])=[O:2].CCN(CC)CC.[O:36]=[C:37]1[CH2:42][NH:41][CH2:40][CH2:39][NH:38]1.[NH4+].[Cl-]. The catalyst is C(Cl)Cl. The product is [C:1]([N:8]1[C:16]2[C:11](=[CH:12][C:13]([CH2:20][N:41]3[CH2:40][CH2:39][NH:38][C:37](=[O:36])[CH2:42]3)=[CH:14][C:15]=2[N+:17]([O-:19])=[O:18])[C:10]([Br:22])=[C:9]1[C:23]1[CH:28]=[CH:27][CH:26]=[CH:25][CH:24]=1)([O:3][C:4]([CH3:5])([CH3:6])[CH3:7])=[O:2]. The yield is 0.780. (7) The reactants are [CH3:1][O:2][C:3](=[O:12])[C:4]1[CH:9]=[C:8]([Br:10])[CH:7]=[CH:6][C:5]=1[CH3:11].[Br:13]N1C(=O)CCC1=O.C(OOC(=O)C1C=CC=CC=1)(=O)C1C=CC=CC=1. The catalyst is C(Cl)(Cl)(Cl)Cl. The product is [CH3:1][O:2][C:3](=[O:12])[C:4]1[CH:9]=[C:8]([Br:10])[CH:7]=[CH:6][C:5]=1[CH2:11][Br:13]. The yield is 0.460. (8) The reactants are [OH:1][C:2]1[C:3]([CH3:20])=[N:4][CH:5]=[C:6]([CH2:18][OH:19])[C:7]=1[CH2:8][NH:9][CH2:10][CH2:11][CH2:12][CH2:13][CH2:14][C:15]([OH:17])=[O:16].[C:21]([O:25][C:26](O[C:26]([O:25][C:21]([CH3:24])([CH3:23])[CH3:22])=[O:27])=[O:27])([CH3:24])([CH3:23])[CH3:22]. The catalyst is O1CCOCC1.CO. The product is [C:21]([O:25][C:26]([N:9]([CH2:8][C:7]1[C:6]([CH2:18][OH:19])=[CH:5][N:4]=[C:3]([CH3:20])[C:2]=1[OH:1])[CH2:10][CH2:11][CH2:12][CH2:13][CH2:14][C:15]([OH:17])=[O:16])=[O:27])([CH3:24])([CH3:23])[CH3:22]. The yield is 0.490. (9) The reactants are [H-].[Al+3].[Li+].[H-].[H-].[H-].[CH3:7][CH:8]([C:14](=[CH2:19])[CH2:15][CH:16]([CH3:18])[CH3:17])[C:9](OCC)=[O:10].O.[OH-].[Na+]. The catalyst is C1COCC1. The product is [CH3:7][CH:8]([C:14](=[CH2:19])[CH2:15][CH:16]([CH3:18])[CH3:17])[CH2:9][OH:10]. The yield is 0.790. (10) The product is [CH:2]([C@@H:3]1[CH2:7][CH2:6][C@H:5]([CH3:8])[N:4]1[C:9]([O:11][C:12]([CH3:13])([CH3:15])[CH3:14])=[O:10])=[O:1]. The yield is 0.770. The reactants are [OH:1][CH2:2][C@@H:3]1[CH2:7][CH2:6][C@H:5]([CH3:8])[N:4]1[C:9]([O:11][C:12]([CH3:15])([CH3:14])[CH3:13])=[O:10].[Br-].[Na+].C(=O)(O)[O-].[Na+].Cl[O-].[Na+]. The catalyst is ClCCl.CC1(C)N([O])C(C)(C)CCC1.